The task is: Predict the reactants needed to synthesize the given product.. This data is from Full USPTO retrosynthesis dataset with 1.9M reactions from patents (1976-2016). Given the product [O:50]=[C:49]([N:51]1[CH2:52][CH2:53][N:54]([C:57](=[O:68])[C:58]2[CH:63]=[CH:62][CH:61]=[CH:60][C:59]=2[C:64]([F:67])([F:66])[F:65])[CH2:55][CH2:56]1)[CH2:48][NH:47][C:23](=[O:25])[C:20]1[CH:19]=[CH:18][C:17]([NH:16][C:10]2[CH:11]=[CH:12][CH:13]=[CH:14][CH:15]=2)=[N:22][CH:21]=1, predict the reactants needed to synthesize it. The reactants are: CCN(C(C)C)C(C)C.[C:10]1([NH:16][C:17]2[N:22]=[CH:21][C:20]([C:23]([OH:25])=O)=[CH:19][CH:18]=2)[CH:15]=[CH:14][CH:13]=[CH:12][CH:11]=1.CCN=C=NCCCN(C)C.C1C=CC2N(O)N=NC=2C=1.[NH2:47][CH2:48][C:49]([N:51]1[CH2:56][CH2:55][N:54]([C:57](=[O:68])[C:58]2[CH:63]=[CH:62][CH:61]=[CH:60][C:59]=2[C:64]([F:67])([F:66])[F:65])[CH2:53][CH2:52]1)=[O:50].Cl.